From a dataset of Reaction yield outcomes from USPTO patents with 853,638 reactions. Predict the reaction yield, written as a fraction of the theoretical maximum amount of product (1.0 means a 100% yield; for example, 0.34 means a 34% yield). (1) The catalyst is C1COCC1. The yield is 0.660. The reactants are [Br:1][CH2:2][CH2:3][CH2:4][CH2:5][C:6]([OH:8])=[O:7].[CH3:9][C:10]1[N:11]=[C:12]2[C:21]3[NH:20][C@H:19]([C:22]4[CH:27]=[CH:26][CH:25]=[CH:24][CH:23]=4)[C@@H:18](O)[C@H:17]([O:29][CH2:30][CH2:31][O:32][CH3:33])[C:16]=3[CH:15]=[CH:14][N:13]2[C:34]=1[CH3:35].N12CCCN=C1CCCCC2.C(OC(C)C)(C)C. The product is [CH3:9][C:10]1[N:11]=[C:12]2[C:21]3[NH:20][C@H:19]([C:22]4[CH:27]=[CH:26][CH:25]=[CH:24][CH:23]=4)[C@@H:18]([O:7][C:6](=[O:8])[CH2:5][CH2:4][CH2:3][CH2:2][Br:1])[C@H:17]([O:29][CH2:30][CH2:31][O:32][CH3:33])[C:16]=3[CH:15]=[CH:14][N:13]2[C:34]=1[CH3:35]. (2) The reactants are [O:1]([C:8]1[CH:13]=[CH:12][C:11]([NH:14][C:15](=O)[CH3:16])=[CH:10][CH:9]=1)[C:2]1[CH:7]=[CH:6][CH:5]=[CH:4][CH:3]=1.COC1C=CC(P2(SP(C3C=CC(OC)=CC=3)(=S)S2)=[S:27])=CC=1. The catalyst is C1(C)C=CC=CC=1. The product is [O:1]([C:8]1[CH:13]=[CH:12][C:11]([NH:14][C:15](=[S:27])[CH3:16])=[CH:10][CH:9]=1)[C:2]1[CH:7]=[CH:6][CH:5]=[CH:4][CH:3]=1. The yield is 0.607. (3) The reactants are F[P-](F)(F)(F)(F)F.N1(O[P+](N(C)C)(N(C)C)N(C)C)C2C=CC=CC=2N=N1.[CH:28]1([CH2:34][C@H:35]([N:39]2[CH2:47][C:46]3[C:41](=[CH:42][CH:43]=[CH:44][CH:45]=3)[C:40]2=[O:48])[C:36]([OH:38])=O)[CH2:33][CH2:32][CH2:31][CH2:30][CH2:29]1.[NH2:49][C:50]1[CH:55]=[CH:54][C:53]([CH3:56])=[CH:52][N:51]=1.C1(C[C@H](N2CC3C(=CC=CC=3)C2=O)C(NC2SC=CN=2)=O)CCCCC1. No catalyst specified. The product is [CH:28]1([CH2:34][C@H:35]([N:39]2[CH2:47][C:46]3[C:41](=[CH:42][CH:43]=[CH:44][CH:45]=3)[C:40]2=[O:48])[C:36]([NH:49][C:50]2[CH:55]=[CH:54][C:53]([CH3:56])=[CH:52][N:51]=2)=[O:38])[CH2:29][CH2:30][CH2:31][CH2:32][CH2:33]1. The yield is 0.300.